This data is from Peptide-MHC class II binding affinity with 134,281 pairs from IEDB. The task is: Regression. Given a peptide amino acid sequence and an MHC pseudo amino acid sequence, predict their binding affinity value. This is MHC class II binding data. The peptide sequence is CSPSRLPGPSDTPILPQ. The MHC is DRB1_0701 with pseudo-sequence DRB1_0701. The binding affinity (normalized) is 0.